From a dataset of Forward reaction prediction with 1.9M reactions from USPTO patents (1976-2016). Predict the product of the given reaction. (1) Given the reactants [CH2:1]1[C@@H:3]2[C:4](=[O:22])[C@:5]3([CH2:20][CH2:19][C@H:18]4[C@@H:8]([CH2:9][CH2:10][C:11]5[C@:16]4([CH3:17])[CH2:15][CH2:14][C:13](=[O:21])[CH:12]=5)[C@@H:7]3[C@H:2]12)[CH3:6].[C:23]1(C)C=CC(S(O)(=O)=O)=CC=1, predict the reaction product. The product is: [CH3:23][O:21][C:13]1[CH2:14][CH2:15][C@@:16]2([CH3:17])[C:11](=[CH:10][CH2:9][C@@H:8]3[C@@H:18]2[CH2:19][CH2:20][C@@:5]2([CH3:6])[C@H:7]3[C@@H:2]3[CH2:1][C@@H:3]3[C:4]2=[O:22])[CH:12]=1. (2) Given the reactants [O:1]=[C:2]1[C:7]([C:8]([OH:10])=O)=[CH:6][CH:5]=[CH:4][N:3]1[CH2:11][C:12]1[CH:17]=[CH:16][C:15]([Br:18])=[CH:14][CH:13]=1.Cl.[NH2:20][C@@H:21]([CH2:26][CH2:27][CH2:28][NH:29][C:30]([O:32][C:33]([CH3:36])([CH3:35])[CH3:34])=[O:31])[C:22]([O:24][CH3:25])=[O:23].CN(C(ON1N=NC2C=CC=CC1=2)=[N+](C)C)C.F[P-](F)(F)(F)(F)F, predict the reaction product. The product is: [Br:18][C:15]1[CH:16]=[CH:17][C:12]([CH2:11][N:3]2[CH:4]=[CH:5][CH:6]=[C:7]([C:8]([NH:20][C@@H:21]([CH2:26][CH2:27][CH2:28][NH:29][C:30]([O:32][C:33]([CH3:36])([CH3:35])[CH3:34])=[O:31])[C:22]([O:24][CH3:25])=[O:23])=[O:10])[C:2]2=[O:1])=[CH:13][CH:14]=1. (3) Given the reactants [S:1]1[CH:5]=[CH:4][N:3]=[C:2]1[C:6](=O)[CH3:7].C[N:10]([CH:12]=O)C.CC([N:17](C)C)=O.CC(O)=O.NN, predict the reaction product. The product is: [NH:17]1[C:6]([C:2]2[S:1][CH:5]=[CH:4][N:3]=2)=[CH:7][CH:12]=[N:10]1. (4) Given the reactants [CH:1]([C:4]1[CH:5]=[C:6]([CH:25]=[CH:26][C:27]=1[O:28]C)[O:7][C:8]1[C:22]([CH3:23])=[CH:21][C:11]2[C:12]([CH2:15][C:16]([O:18][CH2:19][CH3:20])=[O:17])=[CH:13][O:14][C:10]=2[C:9]=1[CH3:24])([CH3:3])[CH3:2].[Cl-].[Cl-].[Cl-].[Al+3].C(S)C, predict the reaction product. The product is: [OH:28][C:27]1[CH:26]=[CH:25][C:6]([O:7][C:8]2[C:22]([CH3:23])=[CH:21][C:11]3[C:12]([CH2:15][C:16]([O:18][CH2:19][CH3:20])=[O:17])=[CH:13][O:14][C:10]=3[C:9]=2[CH3:24])=[CH:5][C:4]=1[CH:1]([CH3:2])[CH3:3]. (5) Given the reactants [Cl:1][C:2]1[CH:3]=[C:4]([C:9]2[N:14]=[C:13]([S:15][CH3:16])[N:12]=[C:11](O)[C:10]=2[C:18]#[N:19])[CH:5]=[CH:6][C:7]=1[Cl:8].O=P(Cl)(Cl)[Cl:22], predict the reaction product. The product is: [Cl:1][C:2]1[CH:3]=[C:4]([C:9]2[N:14]=[C:13]([S:15][CH3:16])[N:12]=[C:11]([Cl:22])[C:10]=2[C:18]#[N:19])[CH:5]=[CH:6][C:7]=1[Cl:8].